This data is from Catalyst prediction with 721,799 reactions and 888 catalyst types from USPTO. The task is: Predict which catalyst facilitates the given reaction. (1) Reactant: [CH3:1][C:2]1[CH:19]=[CH:18][CH:17]=[CH:16][C:3]=1[CH2:4][C:5]1[NH:6][C:7](=[O:15])[C:8]([C:13]#[N:14])=[C:9](SC)[N:10]=1.[NH:20]1[CH2:25][CH2:24][CH:23]([CH2:26][CH2:27][OH:28])[CH2:22][CH2:21]1. Product: [OH:28][CH2:27][CH2:26][CH:23]1[CH2:24][CH2:25][N:20]([C:9]2[N:10]=[C:5]([CH2:4][C:3]3[CH:16]=[CH:17][CH:18]=[CH:19][C:2]=3[CH3:1])[NH:6][C:7](=[O:15])[C:8]=2[C:13]#[N:14])[CH2:21][CH2:22]1. The catalyst class is: 10. (2) Reactant: [CH2:1]([N:8]1[CH2:18][CH2:17][C:11]2[N:12]=[CH:13][N:14]=[C:15](Cl)[C:10]=2[CH2:9]1)[C:2]1[CH:7]=[CH:6][CH:5]=[CH:4][CH:3]=1.[Cl:19][C:20]1[CH:25]=[CH:24][C:23]([C@H:26]([NH2:28])[CH3:27])=[CH:22][CH:21]=1.C(N(CC)C(C)C)(C)C. Product: [CH2:1]([N:8]1[CH2:18][CH2:17][C:11]2[N:12]=[CH:13][N:14]=[C:15]([NH:28][C@@H:26]([C:23]3[CH:24]=[CH:25][C:20]([Cl:19])=[CH:21][CH:22]=3)[CH3:27])[C:10]=2[CH2:9]1)[C:2]1[CH:7]=[CH:6][CH:5]=[CH:4][CH:3]=1. The catalyst class is: 10. (3) Reactant: [F:1][C:2]1[CH:3]=[C:4]2[C:8](=[CH:9][CH:10]=1)[NH:7][CH2:6][CH2:5]2.[C:11](O[C:11]([O:13][C:14]([CH3:17])([CH3:16])[CH3:15])=[O:12])([O:13][C:14]([CH3:17])([CH3:16])[CH3:15])=[O:12].C([O-])(O)=O.[Na+]. Product: [F:1][C:2]1[CH:3]=[C:4]2[C:8](=[CH:9][CH:10]=1)[N:7]([C:11]([O:13][C:14]([CH3:17])([CH3:16])[CH3:15])=[O:12])[CH2:6][CH2:5]2. The catalyst class is: 1.